Dataset: Full USPTO retrosynthesis dataset with 1.9M reactions from patents (1976-2016). Task: Predict the reactants needed to synthesize the given product. (1) The reactants are: Cl[C:2]1[N:3]=[C:4]([N:16]2[CH2:21][CH2:20][O:19][CH2:18][CH2:17]2)[C:5]2[O:11][CH2:10][CH:9]([C:12]([F:15])([F:14])[F:13])[O:8][C:6]=2[N:7]=1.CC1(C)C(C)(C)OB([C:30]2[CH:31]=[N:32][C:33]([NH2:36])=[N:34][CH:35]=2)O1.C(=O)([O-])[O-].[Na+].[Na+]. Given the product [O:19]1[CH2:20][CH2:21][N:16]([C:4]2[C:5]3[O:11][CH2:10][CH:9]([C:12]([F:15])([F:14])[F:13])[O:8][C:6]=3[N:7]=[C:2]([C:30]3[CH:31]=[N:32][C:33]([NH2:36])=[N:34][CH:35]=3)[N:3]=2)[CH2:17][CH2:18]1, predict the reactants needed to synthesize it. (2) Given the product [Cl:14][C:13]1[C:3]2[CH2:2][N:32]([CH:30]([C:19]3[CH:20]=[N:21][C:22]([O:23][CH2:24][CH2:25][C:26]([F:28])([F:29])[F:27])=[C:17]([Cl:16])[CH:18]=3)[CH3:31])[C:5](=[O:7])[C:4]=2[CH:10]=[CH:11][N:12]=1, predict the reactants needed to synthesize it. The reactants are: Br[CH2:2][C:3]1[C:13]([Cl:14])=[N:12][CH:11]=[CH:10][C:4]=1[C:5]([O:7]CC)=O.Cl.[Cl:16][C:17]1[CH:18]=[C:19]([CH:30]([NH2:32])[CH3:31])[CH:20]=[N:21][C:22]=1[O:23][CH2:24][CH2:25][C:26]([F:29])([F:28])[F:27]. (3) Given the product [Cl:27][C:28]1[CH:33]=[CH:32][C:31]([CH2:34][S:35]([NH:38][C:24]([CH:21]2[CH2:22][CH2:23][N:18]([C:4]3[C:3]([C:1]#[N:2])=[CH:8][C:7]([C:9]([O:11][CH2:12][CH3:13])=[O:10])=[C:6]([C:14]([F:17])([F:15])[F:16])[N:5]=3)[CH2:19][CH2:20]2)=[O:25])(=[O:36])=[O:37])=[CH:30][CH:29]=1, predict the reactants needed to synthesize it. The reactants are: [C:1]([C:3]1[C:4]([N:18]2[CH2:23][CH2:22][CH:21]([C:24](O)=[O:25])[CH2:20][CH2:19]2)=[N:5][C:6]([C:14]([F:17])([F:16])[F:15])=[C:7]([C:9]([O:11][CH2:12][CH3:13])=[O:10])[CH:8]=1)#[N:2].[Cl:27][C:28]1[CH:33]=[CH:32][C:31]([CH2:34][S:35]([NH2:38])(=[O:37])=[O:36])=[CH:30][CH:29]=1. (4) Given the product [NH2:16][C:13]1[CH:14]=[CH:15][C:10]2[S:9][N:8]=[C:7]([C:3]3[N:2]([CH3:1])[CH:6]=[CH:5][CH:4]=3)[C:11]=2[CH:12]=1, predict the reactants needed to synthesize it. The reactants are: [CH3:1][N:2]1[CH:6]=[CH:5][CH:4]=[C:3]1[C:7]1[C:11]2[CH:12]=[C:13]([N+:16]([O-])=O)[CH:14]=[CH:15][C:10]=2[S:9][N:8]=1.C(O)C.O.O.[Sn](Cl)Cl. (5) Given the product [NH2:1][C:2]1[O:3][CH2:4][C@@:5]2([N:21]=1)[C:18]1[CH:17]=[C:16]([N:53]3[CH2:54][CH2:55][O:56][C:51]([CH3:57])([CH3:50])[CH2:52]3)[CH:15]=[CH:14][C:13]=1[O:12][C:11]1[C:6]2=[CH:7][C:8]([OH:20])=[CH:9][CH:10]=1, predict the reactants needed to synthesize it. The reactants are: [NH2:1][C:2]1[O:3][CH2:4][C@@:5]2([N:21]=1)[C:18]1[CH:17]=[C:16](Br)[CH:15]=[CH:14][C:13]=1[O:12][C:11]1[C:6]2=[CH:7][C:8]([OH:20])=[CH:9][CH:10]=1.C1(P(C2CCCCC2)C2C=CC=CC=2C2C(N(C)C)=CC=CC=2)CCCCC1.[CH3:50][C:51]1([CH3:57])[O:56][CH2:55][CH2:54][NH:53][CH2:52]1.[Li+].C[Si]([N-][Si](C)(C)C)(C)C. (6) Given the product [S:1]1[CH:5]=[CH:4][C:3]2[CH:6]=[C:7]([CH2:10][S:11]([CH2:14][C@@H:15]([N:24]([OH:27])[CH:25]=[O:26])[C:16]3[CH:21]=[CH:20][C:19]([O:22][CH3:23])=[CH:18][CH:17]=3)(=[O:13])=[O:12])[CH:8]=[CH:9][C:2]1=2, predict the reactants needed to synthesize it. The reactants are: [S:1]1[CH:5]=[CH:4][C:3]2[CH:6]=[C:7]([CH2:10][S:11]([CH2:14][C@@H:15]([N:24]([OH:27])[CH:25]=[O:26])[C:16]3[CH:21]=[CH:20][C:19]([O:22][CH3:23])=[CH:18][CH:17]=3)(=[O:13])=[O:12])[CH:8]=[CH:9][C:2]1=2.C(OC(=O)C)(=O)C.S1C=CC2C=C(CS(C[C@@H](NO)C3C=CC(OC)=CC=3)(=O)=O)C=CC1=2. (7) Given the product [NH2:1][C:4]1[CH:5]=[CH:6][C:7]([O:15][C:16]2[CH:17]=[C:18]([F:23])[CH:19]=[C:20]([F:22])[CH:21]=2)=[C:8]([CH:14]=1)[C:9]([O:11][CH2:12][CH3:13])=[O:10], predict the reactants needed to synthesize it. The reactants are: [N+:1]([C:4]1[CH:5]=[CH:6][C:7]([O:15][C:16]2[CH:21]=[C:20]([F:22])[CH:19]=[C:18]([F:23])[CH:17]=2)=[C:8]([CH:14]=1)[C:9]([O:11][CH2:12][CH3:13])=[O:10])([O-])=O.NC1C=CC=CC=1. (8) Given the product [CH3:21][C:2]1([CH3:1])[CH2:7][CH2:8][CH:9]([C:10]2[CH:15]=[CH:14][CH:13]=[C:12]([C:16]([F:19])([F:18])[F:17])[CH:11]=2)[N:22]([CH2:23][C:24]([OH:26])=[O:25])[C:3]1=[O:5], predict the reactants needed to synthesize it. The reactants are: [CH3:1][C:2]([CH3:21])([CH2:7][CH2:8][C:9](=O)[C:10]1[CH:15]=[CH:14][CH:13]=[C:12]([C:16]([F:19])([F:18])[F:17])[CH:11]=1)[C:3]([O:5]C)=O.[NH2:22][CH2:23][C:24]([OH:26])=[O:25].C([BH3-])#N.[Na+]. (9) Given the product [C:1]([O:5][C:6]([N:8]([CH2:26][C:27]([O:29][C:30]([CH3:33])([CH3:32])[CH3:31])=[O:28])[C:9]1[CH:14]=[CH:13][CH:12]=[C:11]([CH:15]([CH2:49][C:46]2[CH:45]=[CH:44][C:43]([C:41]3[CH:40]=[CH:39][N:38]=[C:37]([O:36][CH2:34][CH3:35])[CH:42]=3)=[CH:48][CH:47]=2)[NH:16][S:17]([C:20]2[CH:25]=[CH:24][CH:23]=[CH:22][N:21]=2)(=[O:19])=[O:18])[N:10]=1)=[O:7])([CH3:4])([CH3:3])[CH3:2], predict the reactants needed to synthesize it. The reactants are: [C:1]([O:5][C:6]([N:8]([CH2:26][C:27]([O:29][C:30]([CH3:33])([CH3:32])[CH3:31])=[O:28])[C:9]1[CH:14]=[CH:13][CH:12]=[C:11]([CH2:15][NH:16][S:17]([C:20]2[CH:25]=[CH:24][CH:23]=[CH:22][N:21]=2)(=[O:19])=[O:18])[N:10]=1)=[O:7])([CH3:4])([CH3:3])[CH3:2].[CH2:34]([O:36][C:37]1[CH:42]=[C:41]([C:43]2[CH:48]=[CH:47][C:46]([CH2:49]O)=[CH:45][CH:44]=2)[CH:40]=[CH:39][N:38]=1)[CH3:35].C(C1C=C(C2C=CC(CO)=CC=2)C=CC=1)=CC.C(P(CCCC)CCCC)CCC.CN(C)C(N=NC(N(C)C)=O)=O. (10) Given the product [ClH:17].[CH3:16][N:14]1[CH:15]=[C:11]([C:6]2[C:7](=[O:9])[NH:8][C:3](=[O:2])[NH:4][CH:5]=2)[CH:12]=[N:13]1, predict the reactants needed to synthesize it. The reactants are: C[O:2][C:3]1[N:8]=[C:7]([O:9]C)[C:6]([C:11]2[CH:12]=[N:13][N:14]([CH3:16])[CH:15]=2)=[CH:5][N:4]=1.[ClH:17].O1CCOCC1.